Dataset: Full USPTO retrosynthesis dataset with 1.9M reactions from patents (1976-2016). Task: Predict the reactants needed to synthesize the given product. Given the product [OH:22][C:19]1[CH:18]=[CH:17][C:16]([C@H:14]2[CH2:15][C@H:13]2[C:11]([NH:10][CH:3]([C:4]2[CH:5]=[CH:6][CH:7]=[CH:8][CH:9]=2)[CH2:2][OH:1])=[O:12])=[CH:21][CH:20]=1, predict the reactants needed to synthesize it. The reactants are: [OH:1][CH2:2][CH:3]([NH:10][C:11]([C@@H:13]1[CH2:15][C@@H:14]1[C:16]1[CH:21]=[CH:20][C:19]([O:22]C)=[CH:18][CH:17]=1)=[O:12])[C:4]1[CH:9]=[CH:8][CH:7]=[CH:6][CH:5]=1.B(Br)(Br)Br.